Predict the reactants needed to synthesize the given product. From a dataset of Full USPTO retrosynthesis dataset with 1.9M reactions from patents (1976-2016). (1) Given the product [C:12]([C:6]1[CH:7]=[N:8][C:9]2[C:4]([C:5]=1[NH:17][C@H:18]1[CH2:23][CH2:22][C@H:21]([NH:24][C:25](=[O:31])[O:26][C:27]([CH3:28])([CH3:30])[CH3:29])[CH2:20][CH2:19]1)=[CH:3][C:2]([C:37]1[CH:36]=[C:35]([O:48][CH3:49])[C:34]([OH:50])=[C:33]([Cl:32])[CH:38]=1)=[CH:11][CH:10]=2)(=[O:16])[CH2:13][CH2:14][CH3:15], predict the reactants needed to synthesize it. The reactants are: Br[C:2]1[CH:3]=[C:4]2[C:9](=[CH:10][CH:11]=1)[N:8]=[CH:7][C:6]([C:12](=[O:16])[CH2:13][CH2:14][CH3:15])=[C:5]2[NH:17][C@H:18]1[CH2:23][CH2:22][C@H:21]([NH:24][C:25](=[O:31])[O:26][C:27]([CH3:30])([CH3:29])[CH3:28])[CH2:20][CH2:19]1.[Cl:32][C:33]1[CH:38]=[C:37](B2OC(C)(C)C(C)(C)O2)[CH:36]=[C:35]([O:48][CH3:49])[C:34]=1[OH:50]. (2) Given the product [C:15]([N:23]1[CH2:28][CH2:27][N:26]([C:2]2[CH:3]=[CH:4][C:5]([N+:12]([O-:14])=[O:13])=[C:6]([NH:8][C:9](=[O:11])[CH3:10])[CH:7]=2)[CH2:25][CH2:24]1)(=[O:22])[C:16]1[CH:21]=[CH:20][CH:19]=[CH:18][CH:17]=1, predict the reactants needed to synthesize it. The reactants are: Br[C:2]1[CH:3]=[CH:4][C:5]([N+:12]([O-:14])=[O:13])=[C:6]([NH:8][C:9](=[O:11])[CH3:10])[CH:7]=1.[C:15]([N:23]1[CH2:28][CH2:27][NH:26][CH2:25][CH2:24]1)(=[O:22])[C:16]1[CH:21]=[CH:20][CH:19]=[CH:18][CH:17]=1. (3) Given the product [F:13][C:14]1[CH:19]=[C:18]([F:20])[CH:17]=[CH:16][C:15]=1[C:21]1[NH:12][C:11]2[N:10]([N:9]=[CH:8][C:7]=2[C:2]2[CH:3]=[CH:4][CH:5]=[CH:6][N:1]=2)[C:23](=[O:24])[CH:22]=1, predict the reactants needed to synthesize it. The reactants are: [N:1]1[CH:6]=[CH:5][CH:4]=[CH:3][C:2]=1[C:7]1[CH:8]=[N:9][NH:10][C:11]=1[NH2:12].[F:13][C:14]1[CH:19]=[C:18]([F:20])[CH:17]=[CH:16][C:15]=1[C:21](=O)[CH2:22][C:23](OCC)=[O:24].CC1C=CC(S(O)(=O)=O)=CC=1. (4) Given the product [CH3:1][O:2][C:3]1[CH:4]=[CH:5][C:6]([CH2:9][C:10]([NH:12][C:13]2[CH:17]=[CH:16][S:15][C:14]=2[C:18]2[N:19]=[C:20]([CH3:42])[NH:21][CH:22]=2)=[O:11])=[CH:7][CH:8]=1, predict the reactants needed to synthesize it. The reactants are: [CH3:1][O:2][C:3]1[CH:8]=[CH:7][C:6]([CH2:9][C:10]([NH:12][C:13]2[CH:17]=[CH:16][S:15][C:14]=2[C:18]2[N:19]=[C:20]([CH3:42])[N:21](C(C3C=CC=CC=3)(C3C=CC=CC=3)C3C=CC=CC=3)[CH:22]=2)=[O:11])=[CH:5][CH:4]=1. (5) Given the product [Cl:1][C:2]1[C:3]([CH:10]=[O:11])=[N:4][CH:5]=[C:6]([S:8][CH3:9])[N:7]=1, predict the reactants needed to synthesize it. The reactants are: [Cl:1][C:2]1[C:3]([C:10](NC)=[O:11])=[N:4][CH:5]=[C:6]([S:8][CH3:9])[N:7]=1.CC(C[AlH]CC(C)C)C.Cl.